The task is: Predict the product of the given reaction.. This data is from Forward reaction prediction with 1.9M reactions from USPTO patents (1976-2016). (1) Given the reactants [CH3:1][C:2]1[C:3]([NH:8][CH:9]=O)=[N:4][NH:5][C:6]=1[CH3:7].CC1C(N)=NNC=1C, predict the reaction product. The product is: [CH3:9][NH:8][C:3]1[C:2]([CH3:1])=[C:6]([CH3:7])[NH:5][N:4]=1. (2) Given the reactants [N+:1]([C:4]1[CH:5]=[C:6]([O:10][CH2:11][C@H:12]2[O:14][CH2:13]2)[CH:7]=[CH:8][CH:9]=1)([O-])=O, predict the reaction product. The product is: [NH2:1][C:4]1[CH:5]=[C:6]([O:10][CH2:11][C@H:12]2[O:14][CH2:13]2)[CH:7]=[CH:8][CH:9]=1. (3) Given the reactants [C:1]([C:3]1[CH:8]=[CH:7][CH:6]=[CH:5][C:4]=1[CH:9]([CH3:13])[C:10]([NH2:12])=[O:11])#[CH:2].[Cl:14][C:15]1[N:20]=[C:19](Cl)[C:18]([CH3:22])=[CH:17][N:16]=1.F[B-](F)(F)F.C([PH+](C(C)(C)C)C(C)(C)C)(C)(C)C, predict the reaction product. The product is: [Cl:14][C:15]1[N:20]=[C:19]([C:2]#[C:1][C:3]2[CH:8]=[CH:7][CH:6]=[CH:5][C:4]=2[CH:9]([CH3:13])[C:10]([NH2:12])=[O:11])[C:18]([CH3:22])=[CH:17][N:16]=1. (4) Given the reactants [Cl:1][C:2]1[CH:7]=[CH:6][CH:5]=[C:4]([F:8])[C:3]=1[C:9]1[NH:13][C:12](=[O:14])[N:11]([C:15]2[CH:23]=[CH:22][C:18]([C:19]([OH:21])=O)=[CH:17][CH:16]=2)[N:10]=1.C(N(C(C)C)CC)(C)C.CN(C(ON1N=NC2C=CC=CC1=2)=[N+](C)C)C.[B-](F)(F)(F)F.[F:55][C:56]([F:68])([F:67])[C:57]1[CH:62]=[CH:61][C:60]([C:63]2([NH2:66])[CH2:65][CH2:64]2)=[CH:59][CH:58]=1, predict the reaction product. The product is: [Cl:1][C:2]1[CH:7]=[CH:6][CH:5]=[C:4]([F:8])[C:3]=1[C:9]1[NH:13][C:12](=[O:14])[N:11]([C:15]2[CH:16]=[CH:17][C:18]([C:19]([NH:66][C:63]3([C:60]4[CH:61]=[CH:62][C:57]([C:56]([F:55])([F:67])[F:68])=[CH:58][CH:59]=4)[CH2:65][CH2:64]3)=[O:21])=[CH:22][CH:23]=2)[N:10]=1. (5) Given the reactants [Cl:1][C:2]1[CH:18]=[C:17]([Cl:19])[CH:16]=[CH:15][C:3]=1[CH2:4][NH:5][C:6](=[O:14])[C:7]1[CH:12]=[CH:11][N:10]=[C:9]([OH:13])[CH:8]=1.Br[CH2:21][CH:22]1[CH2:24][CH2:23]1.C(=O)([O-])[O-].[K+].[K+], predict the reaction product. The product is: [Cl:1][C:2]1[CH:18]=[C:17]([Cl:19])[CH:16]=[CH:15][C:3]=1[CH2:4][NH:5][C:6]([C:7]1[CH:12]=[CH:11][N:10]([CH2:21][CH:22]2[CH2:24][CH2:23]2)[C:9](=[O:13])[CH:8]=1)=[O:14]. (6) Given the reactants [CH:1]1[C:14]2[C:13](=[O:15])[C:12]3[C:7](=[CH:8][CH:9]=[CH:10][CH:11]=3)[NH:6][C:5]=2[CH:4]=[CH:3][CH:2]=1.[Br-:16].[Br-].[Br-].C([N+](CC)(CC)CC)C1C=CC=CC=1.C([N+](CC)(CC)CC)C1C=CC=CC=1.C([N+](CC)(CC)CC)C1C=CC=CC=1, predict the reaction product. The product is: [Br:16][C:2]1[CH:3]=[CH:4][C:5]2[NH:6][C:7]3[C:12](=[CH:11][CH:10]=[CH:9][CH:8]=3)[C:13](=[O:15])[C:14]=2[CH:1]=1.